This data is from Reaction yield outcomes from USPTO patents with 853,638 reactions. The task is: Predict the reaction yield, written as a fraction of the theoretical maximum amount of product (1.0 means a 100% yield; for example, 0.34 means a 34% yield). The yield is 0.950. The product is [CH3:1][C:2]1[CH:8]=[C:7]([N+:9]([O-:11])=[O:10])[CH:6]=[CH:5][C:3]=1[NH:4][C:12](=[O:19])[C:13]1[CH:18]=[CH:17][CH:16]=[CH:15][CH:14]=1. The catalyst is C1(C)C=CC=CC=1. The reactants are [CH3:1][C:2]1[CH:8]=[C:7]([N+:9]([O-:11])=[O:10])[CH:6]=[CH:5][C:3]=1[NH2:4].[C:12](Cl)(=[O:19])[C:13]1[CH:18]=[CH:17][CH:16]=[CH:15][CH:14]=1.